This data is from Reaction yield outcomes from USPTO patents with 853,638 reactions. The task is: Predict the reaction yield, written as a fraction of the theoretical maximum amount of product (1.0 means a 100% yield; for example, 0.34 means a 34% yield). (1) The reactants are Cl.[Cl:2][C:3]1[CH:4]=[N+:5]([O-:35])[CH:6]=[C:7]([Cl:34])[C:8]=1[CH2:9][C@@H:10]([C:19]1[CH:24]=[CH:23][C:22]([O:25][CH:26]([F:28])[F:27])=[C:21]([O:29][CH2:30][CH:31]2[CH2:33][CH2:32]2)[CH:20]=1)[O:11][C:12]([C@H:14]1[NH:18][CH2:17][CH2:16][S:15]1)=[O:13].N1C=CC=CC=1.Cl[CH2:43][CH2:44][S:45](Cl)(=[O:47])=[O:46]. The catalyst is C(Cl)Cl. The product is [Cl:2][C:3]1[CH:4]=[N+:5]([O-:35])[CH:6]=[C:7]([Cl:34])[C:8]=1[CH2:9][C@@H:10]([C:19]1[CH:24]=[CH:23][C:22]([O:25][CH:26]([F:28])[F:27])=[C:21]([O:29][CH2:30][CH:31]2[CH2:33][CH2:32]2)[CH:20]=1)[O:11][C:12]([C@H:14]1[N:18]([S:45]([CH:44]=[CH2:43])(=[O:47])=[O:46])[CH2:17][CH2:16][S:15]1)=[O:13]. The yield is 0.660. (2) The reactants are Cl.[CH3:2][NH:3][O:4][CH3:5].C[Al](C)C.[CH3:10][C:11]1[C:12](=[O:31])[C:13]([C:27](OC)=[O:28])=[N:14][N:15]([C:17]2[CH:22]=[CH:21][CH:20]=[C:19]([C:23]([F:26])([F:25])[F:24])[CH:18]=2)[CH:16]=1. The catalyst is ClCCl. The product is [CH3:5][O:4][N:3]([CH3:2])[C:27]([C:13]1[C:12](=[O:31])[C:11]([CH3:10])=[CH:16][N:15]([C:17]2[CH:22]=[CH:21][CH:20]=[C:19]([C:23]([F:24])([F:26])[F:25])[CH:18]=2)[N:14]=1)=[O:28]. The yield is 0.980.